Dataset: Full USPTO retrosynthesis dataset with 1.9M reactions from patents (1976-2016). Task: Predict the reactants needed to synthesize the given product. Given the product [CH2:19]([N:21]([CH3:32])[CH:22]=[N:23][C:24]1[CH:29]=[CH:28][C:27]([C:18]#[C:17][C:13]([CH3:16])([CH3:15])[CH3:14])=[CH:26][C:25]=1[CH3:31])[CH3:20], predict the reactants needed to synthesize it. The reactants are: CN(C)C=O.C(N(CC)CC)C.[C:13]([C:17]#[CH:18])([CH3:16])([CH3:15])[CH3:14].[CH2:19]([N:21]([CH3:32])[CH:22]=[N:23][C:24]1[CH:29]=[CH:28][C:27](I)=[CH:26][C:25]=1[CH3:31])[CH3:20].